From a dataset of Forward reaction prediction with 1.9M reactions from USPTO patents (1976-2016). Predict the product of the given reaction. (1) Given the reactants [OH:1][C:2]1[CH:7]=[CH:6][C:5]([C:8]([CH3:13])([CH3:12])[C:9]([OH:11])=O)=[CH:4][C:3]=1[N+:14]([O-:16])=[O:15].[Cl:17][C:18]1[CH:23]=[CH:22][C:21]([CH:24]([C:26]2[CH:31]=[CH:30][CH:29]=[CH:28][CH:27]=2)[NH2:25])=[C:20]([CH3:32])[CH:19]=1, predict the reaction product. The product is: [Cl:17][C:18]1[CH:23]=[CH:22][C:21]([CH:24]([C:26]2[CH:27]=[CH:28][CH:29]=[CH:30][CH:31]=2)[NH:25][C:9](=[O:11])[C:8]([C:5]2[CH:6]=[CH:7][C:2]([OH:1])=[C:3]([N+:14]([O-:16])=[O:15])[CH:4]=2)([CH3:13])[CH3:12])=[C:20]([CH3:32])[CH:19]=1. (2) The product is: [F:1][C:2]1[CH:7]=[CH:6][C:5]([C:8]2[N:9]=[C:10]3[N:14]([C:15]=2[C:16]2[CH:17]=[CH:18][C:19]4[N:20]([C:22]([C@H:25]5[CH2:30][CH2:29][C@H:28]([NH:31][CH3:32])[CH2:27][CH2:26]5)=[N:23][N:24]=4)[CH:21]=2)[CH:13]=[CH:12][O:11]3)=[CH:4][CH:3]=1. Given the reactants [F:1][C:2]1[CH:7]=[CH:6][C:5]([C:8]2[N:9]=[C:10]3[N:14]([C:15]=2[C:16]2[CH:17]=[CH:18][C:19]4[N:20]([C:22]([C@H:25]5[CH2:30][CH2:29][C@H:28]([NH:31][C:32](=O)OC(C)(C)C)[CH2:27][CH2:26]5)=[N:23][N:24]=4)[CH:21]=2)[CH:13]=[CH:12][O:11]3)=[CH:4][CH:3]=1.CI.[H-].[Na+].C(O)(C(F)(F)F)=O, predict the reaction product. (3) Given the reactants C[O:2][C:3]([C:5]1[CH:14]=[CH:13][C:12]2[C:7](=[CH:8][CH:9]=[N:10][CH:11]=2)[N:6]=1)=[O:4].ClC1C=C(C=CC=1)C(OO)=[O:20], predict the reaction product. The product is: [O:20]=[C:11]1[NH:10][CH:9]=[CH:8][C:7]2[N:6]=[C:5]([C:3]([OH:2])=[O:4])[CH:14]=[CH:13][C:12]1=2.